Dataset: Full USPTO retrosynthesis dataset with 1.9M reactions from patents (1976-2016). Task: Predict the reactants needed to synthesize the given product. (1) Given the product [F:26][C:24]1[CH:23]=[CH:22][C:21]([O:27][C:28]2[CH:29]=[CH:30][CH:31]=[CH:32][CH:33]=2)=[C:20]2[C:25]=1[C@H:17]([O:16][C:14]1[CH:13]=[CH:12][C:11]3[C@H:7]([CH2:6][C:5]([OH:34])=[O:4])[CH2:8][O:9][C:10]=3[CH:15]=1)[CH2:18][CH2:19]2, predict the reactants needed to synthesize it. The reactants are: [OH-].[Na+].C[O:4][C:5](=[O:34])[CH2:6][C@H:7]1[C:11]2[CH:12]=[CH:13][C:14]([O:16][C@H:17]3[C:25]4[C:20](=[C:21]([O:27][C:28]5[CH:33]=[CH:32][CH:31]=[CH:30][CH:29]=5)[CH:22]=[CH:23][C:24]=4[F:26])[CH2:19][CH2:18]3)=[CH:15][C:10]=2[O:9][CH2:8]1. (2) Given the product [C:1]([C:3]1[CH:4]=[CH:5][C:6]([CH2:7][NH:8][C:9](=[O:23])[CH:10]([O:11][CH2:12][CH3:13])[C:14]2[C:19]([F:20])=[CH:18][CH:17]=[C:16]([O:21][CH:27]([CH2:30][CH3:31])[CH2:28][CH3:29])[C:15]=2[F:22])=[CH:24][CH:25]=1)#[N:2], predict the reactants needed to synthesize it. The reactants are: [C:1]([C:3]1[CH:25]=[CH:24][C:6]([CH2:7][NH:8][C:9](=[O:23])[CH:10]([C:14]2[C:19]([F:20])=[CH:18][CH:17]=[C:16]([OH:21])[C:15]=2[F:22])[O:11][CH2:12][CH3:13])=[CH:5][CH:4]=1)#[N:2].Br[CH:27]([CH2:30][CH3:31])[CH2:28][CH3:29]. (3) Given the product [Br:1][C:2]1[CH:11]=[C:10]2[C:5]([N:6]=[CH:7][C:8]3[N:9]2[C:14]([C:15]2[CH:20]=[CH:19][C:18]([C:21]([CH3:23])([CH3:22])[C:24]#[N:25])=[CH:17][CH:16]=2)=[N:13][N:12]=3)=[CH:4][CH:3]=1, predict the reactants needed to synthesize it. The reactants are: [Br:1][C:2]1[CH:11]=[C:10]2[C:5]([N:6]=[CH:7][C:8]([NH:12][NH:13][C:14](=O)[C:15]3[CH:20]=[CH:19][C:18]([C:21]([C:24]#[N:25])([CH3:23])[CH3:22])=[CH:17][CH:16]=3)=[N:9]2)=[CH:4][CH:3]=1.